This data is from Forward reaction prediction with 1.9M reactions from USPTO patents (1976-2016). The task is: Predict the product of the given reaction. (1) Given the reactants [OH:1][C:2]1[C:3]([C:18](=[N:20][NH:21][C:22]([C:24]2[CH:33]=[CH:32][C:27]([C:28]([O:30]C)=[O:29])=[CH:26][CH:25]=2)=[O:23])[CH3:19])=[N:4][N:5]([CH3:17])[C:6]=1[C:7]1[CH:12]=[CH:11][CH:10]=[C:9]([C:13]([F:16])([F:15])[F:14])[CH:8]=1.CO.[OH-].[Na+].Cl, predict the reaction product. The product is: [OH:1][C:2]1[C:3]([C:18](=[N:20][NH:21][C:22]([C:24]2[CH:25]=[CH:26][C:27]([C:28]([OH:30])=[O:29])=[CH:32][CH:33]=2)=[O:23])[CH3:19])=[N:4][N:5]([CH3:17])[C:6]=1[C:7]1[CH:12]=[CH:11][CH:10]=[C:9]([C:13]([F:14])([F:15])[F:16])[CH:8]=1. (2) Given the reactants [C:1]([C:3]1[CH:4]=[N:5][CH:6]=[C:7]([N+:9]([O-])=O)[CH:8]=1)#[CH:2].[NH:12]1[CH2:16][CH2:15][CH2:14][CH2:13]1, predict the reaction product. The product is: [N:12]1([CH2:2][CH2:1][C:3]2[CH:8]=[C:7]([NH2:9])[CH:6]=[N:5][CH:4]=2)[CH2:16][CH2:15][CH2:14][CH2:13]1. (3) Given the reactants [C:1]([CH:4]([CH2:10][C:11](=[O:16])[C:12]([F:15])([F:14])[F:13])[C:5]([O:7][CH2:8][CH3:9])=[O:6])(=O)[CH3:2].C1(C)C=CC=CC=1, predict the reaction product. The product is: [CH3:2][C:1]1[O:16][C:11]([C:12]([F:13])([F:14])[F:15])=[CH:10][C:4]=1[C:5]([O:7][CH2:8][CH3:9])=[O:6].